Dataset: Forward reaction prediction with 1.9M reactions from USPTO patents (1976-2016). Task: Predict the product of the given reaction. (1) Given the reactants C([O:8][N:9]1[C:14]2[N:15]=[CH:16][N:17]=[CH:18][C:13]=2[C:12]([NH:19][CH2:20][C:21]2[CH:26]=[CH:25][C:24]([C:27]3[CH:32]=[CH:31][CH:30]=[CH:29][CH:28]=3)=[CH:23][CH:22]=2)=[CH:11][C:10]1=[O:33])C1C=CC=CC=1.CO.[H][H], predict the reaction product. The product is: [C:24]1([C:27]2[CH:32]=[CH:31][CH:30]=[CH:29][CH:28]=2)[CH:23]=[CH:22][C:21]([CH2:20][NH:19][C:12]2[C:13]3[CH:18]=[N:17][CH:16]=[N:15][C:14]=3[N:9]([OH:8])[C:10](=[O:33])[CH:11]=2)=[CH:26][CH:25]=1. (2) Given the reactants [CH:1]1([N:6]2[CH2:11][CH2:10][CH:9]([CH2:12][CH2:13][CH2:14][C:15]([NH:17][OH:18])=[NH:16])[CH2:8][CH2:7]2)[CH2:5][CH2:4][CH2:3][CH2:2]1.[CH:19]1([C:22]([Cl:24])=O)[CH2:21][CH2:20]1, predict the reaction product. The product is: [ClH:24].[CH:1]1([N:6]2[CH2:7][CH2:8][CH:9]([CH2:12][CH2:13][CH2:14][C:15]3[N:16]=[C:22]([CH:19]4[CH2:21][CH2:20]4)[O:18][N:17]=3)[CH2:10][CH2:11]2)[CH2:2][CH2:3][CH2:4][CH2:5]1.